This data is from Reaction yield outcomes from USPTO patents with 853,638 reactions. The task is: Predict the reaction yield, written as a fraction of the theoretical maximum amount of product (1.0 means a 100% yield; for example, 0.34 means a 34% yield). The reactants are CC1(C)CCCC(C)(C)N1.C([Li])CCC.[CH3:16][O:17][C:18]1[N:23]=[C:22]([O:24][CH3:25])[CH:21]=[CH:20][N:19]=1.C(=O)=O.[CH3:29][O:30][C:31]1[C:38]([O:39][CH3:40])=[CH:37][C:34]([CH:35]=[O:36])=[C:33]([CH:41]([CH3:49])[CH2:42][C:43]2[CH:48]=[CH:47][CH:46]=[CH:45][CH:44]=2)[CH:32]=1. The catalyst is C1COCC1. The product is [CH3:29][O:30][C:31]1[C:38]([O:39][CH3:40])=[CH:37][C:34]([CH:35]([C:21]2[C:22]([O:24][CH3:25])=[N:23][C:18]([O:17][CH3:16])=[N:19][CH:20]=2)[OH:36])=[C:33]([CH:41]([CH3:49])[CH2:42][C:43]2[CH:48]=[CH:47][CH:46]=[CH:45][CH:44]=2)[CH:32]=1. The yield is 0.520.